This data is from KCNQ2 potassium channel screen with 302,405 compounds. The task is: Binary Classification. Given a drug SMILES string, predict its activity (active/inactive) in a high-throughput screening assay against a specified biological target. (1) The molecule is s1c(CNC(=O)c2c3c(n(c4c3cccc4)C)c(=O)n(c2)CCOC)ccc1. The result is 0 (inactive). (2) The molecule is O(C(=O)Cn1c(nc2c1cccc2)Cc1ccccc1)C. The result is 0 (inactive). (3) The compound is Clc1c(/C=C2/SC(=O)N(CCNC(=O)CCc3[nH]c4c(c(=O)n3)cccc4)C2=O)ccc(Cl)c1. The result is 0 (inactive). (4) The molecule is s1nc2c(ccc(NC(OC)=O)c2n1)C. The result is 0 (inactive).